From a dataset of Catalyst prediction with 721,799 reactions and 888 catalyst types from USPTO. Predict which catalyst facilitates the given reaction. (1) Reactant: [CH3:1][C:2]1[CH:3]=[N:4][N:5]([CH2:7][C:8]2[CH:25]=[CH:24][C:11]([CH2:12][N:13]3[CH:17]=[C:16]([C:18]([O:20]CC)=[O:19])[C:15](=[O:23])[NH:14]3)=[CH:10][CH:9]=2)[CH:6]=1.[OH-].[Li+].O. Product: [CH3:1][C:2]1[CH:3]=[N:4][N:5]([CH2:7][C:8]2[CH:9]=[CH:10][C:11]([CH2:12][N:13]3[CH:17]=[C:16]([C:18]([OH:20])=[O:19])[C:15](=[O:23])[NH:14]3)=[CH:24][CH:25]=2)[CH:6]=1. The catalyst class is: 36. (2) Reactant: [CH3:1][O:2][C:3](=[O:28])[CH2:4][O:5][CH2:6][CH2:7][CH2:8][CH2:9][N:10]1[C:15](=[O:16])[CH2:14][CH2:13][CH2:12][C@@H:11]1/[CH:17]=[CH:18]/[CH:19]([OH:27])[CH2:20][C:21]1[CH:26]=[CH:25][CH:24]=[CH:23][CH:22]=1.[H][H]. Product: [CH3:1][O:2][C:3](=[O:28])[CH2:4][O:5][CH2:6][CH2:7][CH2:8][CH2:9][N:10]1[C:15](=[O:16])[CH2:14][CH2:13][CH2:12][C@@H:11]1[CH2:17][CH2:18][CH:19]([OH:27])[CH2:20][C:21]1[CH:26]=[CH:25][CH:24]=[CH:23][CH:22]=1. The catalyst class is: 43. (3) Reactant: C(=O)([O-])O.[Na+].[N+:6]([C:9]1[CH:10]=[N:11][N:12]([CH2:14][C:15]([OH:17])=[O:16])[CH:13]=1)([O-:8])=[O:7].F[P-](F)(F)(F)(F)F.N1(OC(N(C)C)=[N+](C)C)C2N=CC=CC=2N=N1.O[C:43]1[CH:44]=[N:45][C:46]2[C:51]([C:52]=1[CH:53]=O)=[CH:50][C:49]([O:55][CH3:56])=[CH:48][CH:47]=2.N12CCCN=C1CCCCC2. Product: [CH3:56][O:55][C:49]1[CH:50]=[C:51]2[C:46](=[CH:47][CH:48]=1)[N:45]=[CH:44][C:43]1[O:16][C:15](=[O:17])[C:14]([N:12]3[CH:13]=[C:9]([N+:6]([O-:8])=[O:7])[CH:10]=[N:11]3)=[CH:53][C:52]2=1. The catalyst class is: 35. (4) Reactant: O=[C:2]1[CH2:6][S:5][CH2:4][CH:3]1[C:7]([O:9]C)=O.Cl.[F:12][C:13]1[S:17][C:16]([C:18](=[NH:20])[NH2:19])=[CH:15][CH:14]=1.CCN(C(C)C)C(C)C.C(OCC)(=O)C. Product: [F:12][C:13]1[S:17][C:16]([C:18]2[N:19]=[C:7]([OH:9])[C:3]3[CH2:4][S:5][CH2:6][C:2]=3[N:20]=2)=[CH:15][CH:14]=1. The catalyst class is: 259.